This data is from CYP2D6 inhibition data for predicting drug metabolism from PubChem BioAssay. The task is: Regression/Classification. Given a drug SMILES string, predict its absorption, distribution, metabolism, or excretion properties. Task type varies by dataset: regression for continuous measurements (e.g., permeability, clearance, half-life) or binary classification for categorical outcomes (e.g., BBB penetration, CYP inhibition). Dataset: cyp2d6_veith. (1) The molecule is C[C@H](CC(=O)O)C(C(=O)O)C(=O)O. The result is 0 (non-inhibitor). (2) The molecule is NC(=O)Nc1n[nH]c(-c2ccccc2)n1. The result is 0 (non-inhibitor).